From a dataset of Catalyst prediction with 721,799 reactions and 888 catalyst types from USPTO. Predict which catalyst facilitates the given reaction. (1) Reactant: CO[C:3](=[O:13])[C:4]1[CH:9]=[CH:8][C:7]([Br:10])=[CH:6][C:5]=1[CH2:11]Br.Br.[NH2:15][C:16]1([CH3:24])[CH2:21][CH2:20][C:19](=[O:22])[NH:18][C:17]1=[O:23].C(N(CC)CC)C. Product: [Br:10][C:7]1[CH:6]=[C:5]2[C:4](=[CH:9][CH:8]=1)[C:3](=[O:13])[N:15]([C:16]1([CH3:24])[CH2:21][CH2:20][C:19](=[O:22])[NH:18][C:17]1=[O:23])[CH2:11]2. The catalyst class is: 9. (2) Reactant: [N:1]1[CH:6]=[CH:5][C:4]([N:7]2[C:15]3[C:10](=[CH:11][C:12]4[CH2:24][C:19]5(OCC[O:20]5)[CH2:18][CH2:17][CH2:16][C:13]=4[CH:14]=3)[CH:9]=[N:8]2)=[CH:3][CH:2]=1.O.CC1C=CC(S(O)(=O)=O)=CC=1. Product: [N:1]1[CH:6]=[CH:5][C:4]([N:7]2[C:15]3[C:10](=[CH:11][C:12]4[CH2:24][C:19](=[O:20])[CH2:18][CH2:17][CH2:16][C:13]=4[CH:14]=3)[CH:9]=[N:8]2)=[CH:3][CH:2]=1. The catalyst class is: 21. (3) Reactant: [NH2:1][C:2]1[NH:6][N:5]=[CH:4][C:3]=1[C:7]#[N:8].CN(C)[CH:11]=[CH:12][C:13]([C:15]1[CH:16]=[CH:17][C:18]([F:26])=[C:19]([N:21]([CH3:25])[C:22](=[O:24])[CH3:23])[CH:20]=1)=O.C(OCC)(=O)C. Product: [F:26][C:18]1[CH:17]=[CH:16][C:15]([C:13]2[N:6]3[N:5]=[CH:4][C:3]([C:7]#[N:8])=[C:2]3[N:1]=[CH:11][CH:12]=2)=[CH:20][C:19]=1[N:21]([CH3:25])[C:22](=[O:24])[CH3:23]. The catalyst class is: 15. (4) Reactant: [H-].[H-].[H-].[H-].[Li+].[Al+3].[C:7]([C@@H:11]1[NH:16][C:15](=O)[CH2:14][O:13][CH2:12]1)([CH3:10])([CH3:9])[CH3:8]. Product: [C:7]([C@H:11]1[CH2:12][O:13][CH2:14][CH2:15][NH:16]1)([CH3:10])([CH3:9])[CH3:8]. The catalyst class is: 1.